Predict the reactants needed to synthesize the given product. From a dataset of Full USPTO retrosynthesis dataset with 1.9M reactions from patents (1976-2016). Given the product [C:1]([C:5]1[N:10]=[CH:9][C:8]([C:11]2[N:12]([C:32]([N:41]3[CH2:42][CH2:43][N:38]([C:44]([CH:46]4[CH2:50][CH2:49][CH2:48][O:47]4)=[O:45])[CH2:39][CH2:40]3)=[O:33])[C@@:13]([C:25]3[CH:26]=[CH:27][C:28]([Cl:31])=[CH:29][CH:30]=3)([CH3:24])[C@@:14]([C:17]3[CH:18]=[CH:19][C:20]([Cl:23])=[CH:21][CH:22]=3)([CH3:16])[N:15]=2)=[C:7]([O:35][CH2:36][CH3:37])[CH:6]=1)([CH3:4])([CH3:2])[CH3:3], predict the reactants needed to synthesize it. The reactants are: [C:1]([C:5]1[N:10]=[CH:9][C:8]([C:11]2[N:12]([C:32](Cl)=[O:33])[C@@:13]([C:25]3[CH:30]=[CH:29][C:28]([Cl:31])=[CH:27][CH:26]=3)([CH3:24])[C@@:14]([C:17]3[CH:22]=[CH:21][C:20]([Cl:23])=[CH:19][CH:18]=3)([CH3:16])[N:15]=2)=[C:7]([O:35][CH2:36][CH3:37])[CH:6]=1)([CH3:4])([CH3:3])[CH3:2].[N:38]1([C:44]([CH:46]2[CH2:50][CH2:49][CH2:48][O:47]2)=[O:45])[CH2:43][CH2:42][NH:41][CH2:40][CH2:39]1.